This data is from Reaction yield outcomes from USPTO patents with 853,638 reactions. The task is: Predict the reaction yield, written as a fraction of the theoretical maximum amount of product (1.0 means a 100% yield; for example, 0.34 means a 34% yield). (1) The reactants are [C:1]([O:5][C:6]([NH:8][C@H:9]1[CH2:14][CH2:13][CH2:12][CH2:11][C@H:10]1[NH:15][C:16]1[CH:25]=[C:24]([C:26]#[N:27])[C:19]([C:20]([O:22]C)=O)=[C:18]([NH:28][C:29]2[CH:34]=[CH:33][C:32]([F:35])=[C:31]([CH3:36])[CH:30]=2)[N:17]=1)=[O:7])([CH3:4])([CH3:3])[CH3:2]. The catalyst is C(Cl)Cl.CC(O)=O.[Pt]=O. The product is [F:35][C:32]1[CH:33]=[CH:34][C:29]([NH:28][C:18]2[C:19]3[C:20](=[O:22])[NH:27][CH2:26][C:24]=3[CH:25]=[C:16]([NH:15][C@@H:10]3[CH2:11][CH2:12][CH2:13][CH2:14][C@@H:9]3[NH:8][C:6](=[O:7])[O:5][C:1]([CH3:3])([CH3:2])[CH3:4])[N:17]=2)=[CH:30][C:31]=1[CH3:36]. The yield is 0.706. (2) The reactants are [CH3:1][C:2]1[N:25]([CH3:26])[C:5]2[CH:6]=[C:7]([C:22]([OH:24])=O)[C:8]3[CH2:9][CH2:10][C:11]4([NH:20][C:21]=3[C:4]=2[N:3]=1)[CH2:19][C:18]1[C:13](=[CH:14][CH:15]=[CH:16][CH:17]=1)[CH2:12]4.F[B-](F)(F)F.N1(OC(N(C)C)=[N+](C)C)C2C=CC=CC=2N=N1.[CH3:49][O:50][CH2:51][CH2:52][NH2:53]. The catalyst is CN(C)C=O. The product is [CH3:49][O:50][CH2:51][CH2:52][NH:53][C:22]([C:7]1[C:8]2[CH2:9][CH2:10][C:11]3([NH:20][C:21]=2[C:4]2[N:3]=[C:2]([CH3:1])[N:25]([CH3:26])[C:5]=2[CH:6]=1)[CH2:12][C:13]1[C:18](=[CH:17][CH:16]=[CH:15][CH:14]=1)[CH2:19]3)=[O:24]. The yield is 0.810. (3) The reactants are [CH3:1][C:2]1([CH3:31])[S:7][CH:6]2[CH2:8][CH2:9][CH2:10][CH2:11][N:5]2[C:4](=[O:12])[C@H:3]1[NH:13]C(=O)OCC1C2C=CC=CC=2C2C1=CC=CC=2.N1CCCCC1. The catalyst is C(Cl)Cl. The product is [NH2:13][C@H:3]1[C:2]([CH3:1])([CH3:31])[S:7][CH:6]2[CH2:8][CH2:9][CH2:10][CH2:11][N:5]2[C:4]1=[O:12]. The yield is 0.940. (4) The reactants are [F:1][C:2]1[C:3]([N+:16]([O-])=O)=[CH:4][C:5]2[CH:6]=[C:7]3[C:13]([CH3:15])([CH3:14])[CH2:12][CH2:11][N:8]3[C:9]=2[CH:10]=1.C([O-])=O.[NH4+]. The catalyst is C(O)C.[Pd]. The product is [F:1][C:2]1[C:3]([NH2:16])=[CH:4][C:5]2[CH:6]=[C:7]3[C:13]([CH3:14])([CH3:15])[CH2:12][CH2:11][N:8]3[C:9]=2[CH:10]=1. The yield is 0.490. (5) The yield is 0.840. The catalyst is ClCCl. The reactants are [CH3:1][C:2]1[CH:14]=[C:13]([O:15][C:16]2[CH:21]=[CH:20][CH:19]=[CH:18][CH:17]=2)[CH:12]=[CH:11][C:3]=1[C:4]([O:6]C(C)(C)C)=[O:5].FC(F)(F)C(O)=O. The product is [CH3:1][C:2]1[CH:14]=[C:13]([O:15][C:16]2[CH:21]=[CH:20][CH:19]=[CH:18][CH:17]=2)[CH:12]=[CH:11][C:3]=1[C:4]([OH:6])=[O:5]. (6) The product is [NH2:2][CH2:3][CH2:4][CH2:5][C:6]1[C:11]([C@H:12]2[CH2:16][CH2:15][CH2:14][N:13]2[C:17]2[CH:22]=[CH:21][N:20]3[N:23]=[CH:24][C:25]([C:26]([OH:28])=[O:27])=[C:19]3[N:18]=2)=[CH:10][C:9]([F:31])=[CH:8][N:7]=1. The yield is 0.117. The reactants are Cl.[NH2:2][CH2:3][CH2:4][CH2:5][C:6]1[C:11]([C@H:12]2[CH2:16][CH2:15][CH2:14][N:13]2[C:17]2[CH:22]=[CH:21][N:20]3[N:23]=[CH:24][C:25]([C:26]([O:28]CC)=[O:27])=[C:19]3[N:18]=2)=[CH:10][C:9]([F:31])=[CH:8][N:7]=1.[OH-].[Li+]. The catalyst is C1COCC1.CO. (7) The reactants are [OH:1][CH:2]1[CH2:15][C:4]2([CH2:7][N:6]([C:8]([O:10][C:11]([CH3:14])([CH3:13])[CH3:12])=[O:9])[CH2:5]2)[CH2:3]1.CCN(CC)CC.[CH3:23][S:24](Cl)(=[O:26])=[O:25].[NH4+].[Cl-]. The catalyst is C(Cl)Cl.CN(C1C=CN=CC=1)C. The product is [CH3:23][S:24]([O:1][CH:2]1[CH2:3][C:4]2([CH2:7][N:6]([C:8]([O:10][C:11]([CH3:12])([CH3:14])[CH3:13])=[O:9])[CH2:5]2)[CH2:15]1)(=[O:26])=[O:25]. The yield is 0.990. (8) The reactants are [CH3:1][C:2]1[N:3]=[CH:4][N:5]([C:7]2[CH:12]=[C:11]([O:13][C:14]3[CH:15]=[N:16][C:17]([N+:20]([O-])=O)=[CH:18][CH:19]=3)[CH:10]=[CH:9][N:8]=2)[CH:6]=1.[NH4+].[Cl-]. The catalyst is CO.C1COCC1.[Zn]. The product is [CH3:1][C:2]1[N:3]=[CH:4][N:5]([C:7]2[CH:12]=[C:11]([O:13][C:14]3[CH:19]=[CH:18][C:17]([NH2:20])=[N:16][CH:15]=3)[CH:10]=[CH:9][N:8]=2)[CH:6]=1. The yield is 0.680.